Dataset: Reaction yield outcomes from USPTO patents with 853,638 reactions. Task: Predict the reaction yield, written as a fraction of the theoretical maximum amount of product (1.0 means a 100% yield; for example, 0.34 means a 34% yield). (1) The reactants are [C:1]([O:5][C:6]([N:8]1[CH2:13][CH2:12][NH:11][CH2:10][CH2:9]1)=[O:7])([CH3:4])([CH3:3])[CH3:2].Br[CH2:15][CH2:16][CH2:17][Cl:18]. The catalyst is C(Cl)Cl. The product is [C:1]([O:5][C:6]([N:8]1[CH2:13][CH2:12][N:11]([CH2:15][CH2:16][CH2:17][Cl:18])[CH2:10][CH2:9]1)=[O:7])([CH3:4])([CH3:2])[CH3:3]. The yield is 0.600. (2) The reactants are [C:1]1([C:7]2[N:8]([C:16]3[CH:21]=[CH:20][C:19](B(O)O)=[CH:18][CH:17]=3)[C:9]3[C:14]([CH:15]=2)=[CH:13][CH:12]=[CH:11][CH:10]=3)[CH:6]=[CH:5][CH:4]=[CH:3][CH:2]=1.Br[C:26]1[CH:31]=[CH:30][C:29]([N:32]2[C:44]3[CH:43]=[CH:42][CH:41]=[CH:40][C:39]=3[C:38]3[C:33]2=[CH:34][CH:35]=[CH:36][CH:37]=3)=[CH:28][CH:27]=1.C1(C)C=CC=CC=1.C(=O)([O-])[O-].[Na+].[Na+]. The catalyst is [Pd].C1(P(C2C=CC=CC=2)C2C=CC=CC=2)C=CC=CC=1.C1(P(C2C=CC=CC=2)C2C=CC=CC=2)C=CC=CC=1.C1(P(C2C=CC=CC=2)C2C=CC=CC=2)C=CC=CC=1.C1(P(C2C=CC=CC=2)C2C=CC=CC=2)C=CC=CC=1.C(O)C. The product is [C:1]1([C:7]2[N:8]([C:16]3[CH:21]=[CH:20][C:19]([C:26]4[CH:31]=[CH:30][C:29]([N:32]5[C:33]6[CH:34]=[CH:35][CH:36]=[CH:37][C:38]=6[C:39]6[C:44]5=[CH:43][CH:42]=[CH:41][CH:40]=6)=[CH:28][CH:27]=4)=[CH:18][CH:17]=3)[C:9]3[C:14]([CH:15]=2)=[CH:13][CH:12]=[CH:11][CH:10]=3)[CH:6]=[CH:5][CH:4]=[CH:3][CH:2]=1. The yield is 0.386.